This data is from Reaction yield outcomes from USPTO patents with 853,638 reactions. The task is: Predict the reaction yield, written as a fraction of the theoretical maximum amount of product (1.0 means a 100% yield; for example, 0.34 means a 34% yield). (1) The reactants are Cl[C:2]1[CH:3]=[CH:4][C:5]2[N:12]3[CH2:13][C@H:8]([CH2:9][CH2:10][CH2:11]3)[NH:7][C:6]=2[N:14]=1.[F:15][C:16]([F:23])([F:22])[CH:17]1[CH2:21][CH2:20][NH:19][CH2:18]1.CC([O-])(C)C.[K+]. The catalyst is COCCOC.C1(C=CC[Pd])C=CC=CC=1. The product is [F:15][C:16]([F:23])([F:22])[CH:17]1[CH2:21][CH2:20][N:19]([C:2]2[CH:3]=[CH:4][C:5]3[N:12]4[CH2:13][C@H:8]([CH2:9][CH2:10][CH2:11]4)[NH:7][C:6]=3[N:14]=2)[CH2:18]1. The yield is 0.165. (2) The reactants are [O:1](S(C)(=O)=O)[S:2]([CH3:5])(=O)=[O:3].[F:10][C:11]1[CH:16]=[CH:15][C:14]([C:17]2[C:26]3[CH2:25][CH2:24][CH2:23][NH:22][C:21]=3[N:20]=[C:19]([CH:27]([CH3:29])[CH3:28])[C:18]=2[C:30]([O:32][CH3:33])=[O:31])=[CH:13][CH:12]=1.N1C=C(C)C=C(C)C=1.C(OCC)(=O)C. The catalyst is C(Cl)Cl.C1(C)C=CC=CC=1.O. The product is [F:10][C:11]1[CH:16]=[CH:15][C:14]([C:17]2[C:26]3[CH2:25][CH2:24][CH2:23][N:22]([S:2]([CH3:5])(=[O:3])=[O:1])[C:21]=3[N:20]=[C:19]([CH:27]([CH3:28])[CH3:29])[C:18]=2[C:30]([O:32][CH3:33])=[O:31])=[CH:13][CH:12]=1. The yield is 0.850. (3) The reactants are Cl.[OH:2][CH:3]1[CH2:6][NH:5][CH2:4]1.C(N(CC)CC)C.[CH3:14][C:15]([O:18][C:19](O[C:19]([O:18][C:15]([CH3:17])([CH3:16])[CH3:14])=[O:20])=[O:20])([CH3:17])[CH3:16]. The catalyst is C(O)C. The product is [C:15]([O:18][C:19]([N:5]1[CH2:6][CH:3]([OH:2])[CH2:4]1)=[O:20])([CH3:17])([CH3:16])[CH3:14]. The yield is 0.850. (4) The reactants are Br[CH2:2][C:3]1[CH:8]=[CH:7][C:6]([CH2:9][Br:10])=[CH:5][CH:4]=1.C(=O)([O-])[O-].[K+].[K+].[C:17]([O:21][C:22]([N:24]1[CH2:37][CH2:36][CH2:35][NH:34][CH2:33][CH2:32][N:31]([C:38]([O:40][C:41]([CH3:44])([CH3:43])[CH3:42])=[O:39])[CH2:30][CH2:29][CH2:28][N:27]([C:45]([O:47][C:48]([CH3:51])([CH3:50])[CH3:49])=[O:46])[CH2:26][CH2:25]1)=[O:23])([CH3:20])([CH3:19])[CH3:18]. The catalyst is C(#N)C. The product is [Br:10][CH2:9][C:6]1[CH:7]=[CH:8][C:3]([CH2:2][N:34]2[CH2:35][CH2:36][CH2:37][N:24]([C:22]([O:21][C:17]([CH3:18])([CH3:19])[CH3:20])=[O:23])[CH2:25][CH2:26][N:27]([C:45]([O:47][C:48]([CH3:50])([CH3:49])[CH3:51])=[O:46])[CH2:28][CH2:29][CH2:30][N:31]([C:38]([O:40][C:41]([CH3:44])([CH3:43])[CH3:42])=[O:39])[CH2:32][CH2:33]2)=[CH:4][CH:5]=1. The yield is 0.900.